From a dataset of Forward reaction prediction with 1.9M reactions from USPTO patents (1976-2016). Predict the product of the given reaction. (1) Given the reactants [N+]([O-])(O)=O.[O:5]1[CH:10]=[CH:9][CH:8]=[C:7](O)[BH:6]1.C(#N)C.[C:15](=[O:17])=O.[N+:18]([C:21]1[CH:26]=CC=[CH:23][CH:22]=1)([O-:20])=[O:19], predict the reaction product. The product is: [CH3:10][CH:9]1[CH2:15][O:17][B:6]([OH:5])[C:7]2[CH:26]=[C:21]([N+:18]([O-:20])=[O:19])[CH:22]=[CH:23][C:8]1=2. (2) Given the reactants [OH-].[Na+].[NH2:3][C:4]1[CH:9]=[CH:8][C:7]([OH:10])=[CH:6][CH:5]=1.Cl[C:12]1[CH:17]=[CH:16][C:15]([N+:18]([O-:20])=[O:19])=[CH:14][N:13]=1, predict the reaction product. The product is: [N+:18]([C:15]1[CH:16]=[CH:17][C:12]([O:10][C:7]2[CH:8]=[CH:9][C:4]([NH2:3])=[CH:5][CH:6]=2)=[N:13][CH:14]=1)([O-:20])=[O:19].